This data is from Experimentally validated miRNA-target interactions with 360,000+ pairs, plus equal number of negative samples. The task is: Binary Classification. Given a miRNA mature sequence and a target amino acid sequence, predict their likelihood of interaction. (1) The miRNA is hsa-miR-4685-3p with sequence UCUCCCUUCCUGCCCUGGCUAG. The protein sequence of the target gene is MSWFSGLLVPKVDERKTAWGERNGQKRSRRRGTRAGGFCTPRYMSCLRDAEPPSPTPAGPPRCPWQDDAFIRRGGPGKGKELGLRAVALGFEDTEVTTTAGGTAEVAPDAVPRSGRSCWRRLVQVFQSKQFRSAKLERLYQRYFFQMNQSSLTLLMAVLVLLTAVLLAFHAAPARPQPAYVALLACAAALFVGLMVVCNRHSFRQDSMWVVSYVVLGILAAVQVGGALAADPRSPSAGLWCPVFFVYIAYTLLPIRMRAAVLSGLGLSTLHLILAWQLNRGDAFLWKQLGANVLLFLCTN.... Result: 1 (interaction). (2) The miRNA is hsa-miR-3667-3p with sequence ACCUUCCUCUCCAUGGGUCUUU. The protein sequence of the target gene is MNGSNMANTSPSVKSKEDQGLSGHDEKENPFAEYMWMENEEDFNRQVEEELQEQDFLDRCFQEMLDEEDQDWFIPSRDLPQAMGQLQQQLNGLSVSEGHDSEDILSKSNLNPDAKEFIPGEKY. Result: 1 (interaction). (3) The miRNA is ssc-miR-34c with sequence AGGCAGUGUAGUUAGCUGAUUGC. The protein sequence of the target gene is MPILKQLVSSSVNSKRRSRADLTAEMISAPLGDFRHTMHVGRAGDAFGDTSFLTSKAREADDESLDEQASASKLSLLSRKFRGSKRSQSVTRGDREQRDMLGSLRDSALFVKNAMSLPQLNEKEAAEKDSSKLPKSLSSSPVKKADARDGGPKSPHRNGATGPHSPDPLLDEQAFGDLMDLPIMPKVSYGLKHAESILSFHIDLGPSMLGDVLSIMDKDQWGSEEEEEAGGYRDKEGPSSIVQAPPVLEVVPPLGRQESKASWDQASMLPPHAVEDDGWAVVAPSPSSARSVGSHTTRDS.... Result: 0 (no interaction). (4) The protein sequence of the target gene is MPNSVLWAVDLFGRVYTLSTAGQYWEMCKDSQLEFKRVSATTQCCWGIACDNQVYVYVCASDVPIRRREEAYENQRWNPMGGFCEKLLLSDRWGWSDVSGLQHRPLDRVALPSPHWEWESDWYVDENFGGEPTEKGGWTYAIDFPATYTKDKKWNSCVRRRKWIRYRRYKSRDIWAKIPSKDDPKELPDPFNDLSVGGWEITEEPVGRLSVWAVSLQGKVWYREDVSHSNPEGSSWSLLDTPGEVVQISCGPHDLLWATLWEGQALVREGINRSNPKGSSWSIVEPPGSENGVMHISVGV.... The miRNA is cel-miR-797-5p with sequence UAUCACAGCAAUCACAAUGAGAAGA. Result: 0 (no interaction).